This data is from Full USPTO retrosynthesis dataset with 1.9M reactions from patents (1976-2016). The task is: Predict the reactants needed to synthesize the given product. (1) Given the product [F:34][C:2]([F:33])([F:1])[C:3]1[CH:28]=[C:27]([C:29]([F:32])([F:30])[F:31])[CH:26]=[CH:25][C:4]=1[CH2:5][N:6]1[C:14]2[C:9](=[CH:10][C:11]([CH:15]=[C:16]3[S:20][C:19]([N:39]4[CH2:40][CH2:41][C@@H:37]([N:36]([CH3:42])[CH3:35])[CH2:38]4)=[N:18][C:17]3=[O:24])=[CH:12][CH:13]=2)[CH:8]=[N:7]1, predict the reactants needed to synthesize it. The reactants are: [F:1][C:2]([F:34])([F:33])[C:3]1[CH:28]=[C:27]([C:29]([F:32])([F:31])[F:30])[CH:26]=[CH:25][C:4]=1[CH2:5][N:6]1[C:14]2[C:9](=[CH:10][C:11]([CH:15]=[C:16]3[S:20][C:19](SCC)=[N:18][C:17]3=[O:24])=[CH:12][CH:13]=2)[CH:8]=[N:7]1.[CH3:35][N:36]([CH3:42])[CH:37]1[CH2:41][CH2:40][NH:39][CH2:38]1. (2) Given the product [CH3:37][O:38][C:39](=[O:60])[C@@H:40]([NH:59][C:2]([NH:28][C:23]1[CH:24]=[CH:25][CH:26]=[CH:27][C:22]=1[S:19]([C:13]1[CH:14]=[CH:15][CH:16]=[CH:17][CH:18]=1)(=[O:21])=[O:20])=[O:4])[CH2:41][C:42]1[CH:47]=[CH:46][C:45]([NH:48][C:49](=[O:58])[C:50]2[C:51]([Cl:57])=[CH:52][CH:53]=[CH:54][C:55]=2[Cl:56])=[CH:44][CH:43]=1, predict the reactants needed to synthesize it. The reactants are: Cl[C:2](Cl)([O:4]C(=O)OC(Cl)(Cl)Cl)Cl.[C:13]1([S:19]([C:22]2[CH:27]=[CH:26][CH:25]=[CH:24][C:23]=2[NH2:28])(=[O:21])=[O:20])[CH:18]=[CH:17][CH:16]=[CH:15][CH:14]=1.C(N(CC)CC)C.Cl.[CH3:37][O:38][C:39](=[O:60])[C@@H:40]([NH2:59])[CH2:41][C:42]1[CH:47]=[CH:46][C:45]([NH:48][C:49](=[O:58])[C:50]2[C:55]([Cl:56])=[CH:54][CH:53]=[CH:52][C:51]=2[Cl:57])=[CH:44][CH:43]=1. (3) Given the product [C:4]1([C:9]2[CH:14]=[CH:13][CH:12]=[CH:11][CH:10]=2)[CH:5]=[CH:6][CH:7]=[CH:8][C:3]=1[CH2:2][N:15]=[N+:16]=[N-:17], predict the reactants needed to synthesize it. The reactants are: Br[CH2:2][C:3]1[CH:8]=[CH:7][CH:6]=[CH:5][C:4]=1[C:9]1[CH:14]=[CH:13][CH:12]=[CH:11][CH:10]=1.[N-:15]=[N+:16]=[N-:17].[Na+].[I-].[Na+]. (4) Given the product [C:1]1([S:7]([C:10]2[CH:11]=[CH:12][C:13]([C:26]([F:28])([F:29])[F:27])=[C:14]([S:16]([NH:19][CH:20]3[CH2:25][CH2:24][N:23]([C:41]4[CH:42]=[C:37]([CH:38]=[CH:39][CH:40]=4)[C:35]([OH:36])=[O:34])[CH2:22][CH2:21]3)(=[O:18])=[O:17])[CH:15]=2)(=[O:9])=[O:8])[CH:2]=[CH:3][CH:4]=[CH:5][CH:6]=1, predict the reactants needed to synthesize it. The reactants are: [C:1]1([S:7]([C:10]2[CH:11]=[CH:12][C:13]([C:26]([F:29])([F:28])[F:27])=[C:14]([S:16]([NH:19][CH:20]3[CH2:25][CH2:24][NH:23][CH2:22][CH2:21]3)(=[O:18])=[O:17])[CH:15]=2)(=[O:9])=[O:8])[CH:6]=[CH:5][CH:4]=[CH:3][CH:2]=1.C([O:34][C:35]([C:37]1[CH:38]=[C:39](B(O)O)[CH:40]=[CH:41][CH:42]=1)=[O:36])(C)(C)C.C(N(CC)CC)C. (5) Given the product [Br:24][C:25]1[N:26]=[C:27]([CH2:31][N:11]2[C:12]3[C:17](=[N:16][C:15]([CH3:20])=[CH:14][CH:13]=3)[C:18](=[O:19])[C:9]([C:7](=[O:8])[C:6]3[CH:21]=[CH:22][C:3]([O:2][CH3:1])=[C:4]([CH3:23])[CH:5]=3)=[CH:10]2)[CH:28]=[CH:29][CH:30]=1, predict the reactants needed to synthesize it. The reactants are: [CH3:1][O:2][C:3]1[CH:22]=[CH:21][C:6]([C:7]([C:9]2[C:18](=[O:19])[C:17]3[C:12](=[CH:13][CH:14]=[C:15]([CH3:20])[N:16]=3)[NH:11][CH:10]=2)=[O:8])=[CH:5][C:4]=1[CH3:23].[Br:24][C:25]1[CH:30]=[CH:29][CH:28]=[C:27]([CH2:31]Br)[N:26]=1.